From a dataset of Full USPTO retrosynthesis dataset with 1.9M reactions from patents (1976-2016). Predict the reactants needed to synthesize the given product. (1) Given the product [ClH:36].[NH2:35]/[C:18](/[NH:17][CH2:16][C:13]1([OH:15])[CH2:14][N:11]([C:9]([C:4]2[CH:5]=[CH:6][C:7]([F:8])=[C:2]([F:1])[C:3]=2[NH:25][C:26]2[CH:31]=[CH:30][C:29]([I:32])=[CH:28][C:27]=2[F:33])=[O:10])[CH2:12]1)=[CH:19]\[N+:20]([O-:22])=[O:21], predict the reactants needed to synthesize it. The reactants are: [F:1][C:2]1[C:3]([NH:25][C:26]2[CH:31]=[CH:30][C:29]([I:32])=[CH:28][C:27]=2[F:33])=[C:4]([C:9]([N:11]2[CH2:14][C:13]([CH2:16][NH:17]/[C:18](/SC)=[CH:19]/[N+:20]([O-:22])=[O:21])([OH:15])[CH2:12]2)=[O:10])[CH:5]=[CH:6][C:7]=1[F:8].[OH-].[NH4+:35].[ClH:36].O1CCOCC1. (2) Given the product [Cl:1][C:2]1[N:3]=[C:4]([NH:25][CH3:22])[C:5]2[CH2:11][O:10][CH2:9][CH:8]([C:12]3[CH:17]=[CH:16][CH:15]=[CH:14][CH:13]=3)[C:6]=2[N:7]=1, predict the reactants needed to synthesize it. The reactants are: [Cl:1][C:2]1[N:3]=[C:4](Cl)[C:5]2[CH2:11][O:10][CH2:9][CH:8]([C:12]3[CH:17]=[CH:16][CH:15]=[CH:14][CH:13]=3)[C:6]=2[N:7]=1.Cl.CN.[CH:22]([N:25](CC)C(C)C)(C)C. (3) The reactants are: C([O-])(=O)C.[Na+].Cl.[NH2:7][OH:8].[OH:9][C:10]1([CH3:18])[CH2:14][CH2:13][C:12](=O)[C:11]1([CH3:17])[CH3:16]. Given the product [OH:9][C:10]1([CH3:18])[CH2:14][CH2:13][C:12](=[N:7][OH:8])[C:11]1([CH3:17])[CH3:16], predict the reactants needed to synthesize it.